Task: Predict the reaction yield, written as a fraction of the theoretical maximum amount of product (1.0 means a 100% yield; for example, 0.34 means a 34% yield).. Dataset: Reaction yield outcomes from USPTO patents with 853,638 reactions (1) The reactants are [Cl:1][C:2]1[CH:3]=[C:4]([CH:8]([OH:19])[CH2:9][O:10][C:11]2[CH:18]=[CH:17][C:14]([CH:15]=O)=[CH:13][CH:12]=2)[CH:5]=[CH:6][CH:7]=1.[S:20]1[CH2:24][C:23](=[O:25])[NH:22][C:21]1=[O:26].N1CCCCC1. The catalyst is CCO. The product is [Cl:1][C:2]1[CH:3]=[C:4]([CH:8]([OH:19])[CH2:9][O:10][C:11]2[CH:18]=[CH:17][C:14]([CH:15]=[C:24]3[S:20][C:21](=[O:26])[NH:22][C:23]3=[O:25])=[CH:13][CH:12]=2)[CH:5]=[CH:6][CH:7]=1. The yield is 0.890. (2) The reactants are [CH3:1][C:2]1[CH:3]=[C:4]([OH:26])[CH:5]=[C:6]([O:8][C:9]2[CH:14]=[CH:13][C:12]([C:15]([F:18])([F:17])[F:16])=[CH:11][C:10]=2[O:19][C:20]2[CH:25]=[CH:24][CH:23]=[CH:22][CH:21]=2)[CH:7]=1.[CH2:27]([O:29][C:30](=[O:41])[CH2:31][O:32][C:33]1[CH:38]=[CH:37][C:36](Br)=[CH:35][C:34]=1[CH3:40])[CH3:28].C(=O)([O-])[O-].[Cs+].[Cs+].CC(C)(C(=O)CC(=O)C(C)(C)C)C. The catalyst is CN1CCCC1=O.O.[Cu]Cl. The product is [CH2:27]([O:29][C:30](=[O:41])[CH2:31][O:32][C:33]1[CH:38]=[CH:37][C:36]([O:26][C:4]2[CH:5]=[C:6]([O:8][C:9]3[CH:14]=[CH:13][C:12]([C:15]([F:17])([F:18])[F:16])=[CH:11][C:10]=3[O:19][C:20]3[CH:21]=[CH:22][CH:23]=[CH:24][CH:25]=3)[CH:7]=[C:2]([CH3:1])[CH:3]=2)=[CH:35][C:34]=1[CH3:40])[CH3:28]. The yield is 0.130. (3) The reactants are [CH3:1][O:2][CH2:3][O:4][C:5]1[CH:10]=[CH:9][CH:8]=[C:7]([C:11](=[O:13])[CH3:12])[CH:6]=1.[CH2:14](O)[CH2:15][OH:16]. The catalyst is C1C=CC=CC=1.S(C1C=CC(C)=CC=1)([O-])(=O)=O.[NH+]1C=CC=CC=1. The product is [CH3:12][C:11]1([C:7]2[CH:6]=[C:5]([O:4][CH2:3][O:2][CH3:1])[CH:10]=[CH:9][CH:8]=2)[O:16][CH2:15][CH2:14][O:13]1. The yield is 0.610. (4) The reactants are C[O:2][C:3]1[CH:4]=[C:5]([CH:11]=[C:12]([C:14]2[CH:19]=[CH:18][CH:17]=[CH:16][CH:15]=2)[CH3:13])[CH:6]=[C:7]([O:9]C)[CH:8]=1.B(Br)(Br)Br. No catalyst specified. The product is [CH3:13][C:12]([C:14]1[CH:19]=[CH:18][CH:17]=[CH:16][CH:15]=1)=[CH:11][C:5]1[CH:6]=[C:7]([OH:9])[CH:8]=[C:3]([OH:2])[CH:4]=1. The yield is 0.630. (5) The reactants are CC([O-])(C)C.[Na+].Cl[C:8]1[CH:13]=[CH:12][C:11]([CH3:14])=[CH:10][CH:9]=1.[CH2:15]([NH2:22])[C:16]1[CH:21]=[CH:20][CH:19]=[CH:18][CH:17]=1. The catalyst is C1C=CC(/C=C/C(/C=C/C2C=CC=CC=2)=O)=CC=1.C1C=CC(/C=C/C(/C=C/C2C=CC=CC=2)=O)=CC=1.C1C=CC(/C=C/C(/C=C/C2C=CC=CC=2)=O)=CC=1.[Pd].[Pd].C1C=CC(P(C2C(C3C(P(C4C=CC=CC=4)C4C=CC=CC=4)=CC=C4C=3C=CC=C4)=C3C(C=CC=C3)=CC=2)C2C=CC=CC=2)=CC=1.C1(C)C=CC=CC=1. The product is [CH2:15]([NH:22][C:8]1[CH:13]=[CH:12][C:11]([CH3:14])=[CH:10][CH:9]=1)[C:16]1[CH:21]=[CH:20][CH:19]=[CH:18][CH:17]=1. The yield is 0.900. (6) The reactants are Br[C:2]1([N+]([O-])=O)[CH:10]=[CH:9][C:5]([C:6]([OH:8])=[O:7])=[CH:4][CH2:3]1.BrC1C=CC(C)=C([N+]([O-])=O)C=1.[O-][Mn](=O)(=O)=O.[K+]. The catalyst is O=[Mn]=O.O. The product is [C:6]([OH:8])(=[O:7])[C:5]1[CH:9]=[CH:10][CH:2]=[CH:3][CH:4]=1. The yield is 0.220. (7) The reactants are [CH3:1][N:2]([CH2:4][C:5]1[CH:10]=[CH:9][C:8]([CH:11]2[CH:20]([C:21]3[CH:26]=[CH:25][C:24]([C:27]([F:30])([F:29])[F:28])=[CH:23][CH:22]=3)[C:19](=O)[C:18]3[C:17]([C:32]([O:34]CC)=O)=[CH:16][CH:15]=[CH:14][C:13]=3[NH:12]2)=[CH:7][CH:6]=1)[CH3:3].O.[NH2:38][NH2:39]. The catalyst is CO. The product is [CH3:1][N:2]([CH2:4][C:5]1[CH:10]=[CH:9][C:8]([CH:11]2[NH:12][C:13]3[C:18]4[C:19](=[N:38][NH:39][C:32](=[O:34])[C:17]=4[CH:16]=[CH:15][CH:14]=3)[CH:20]2[C:21]2[CH:22]=[CH:23][C:24]([C:27]([F:28])([F:29])[F:30])=[CH:25][CH:26]=2)=[CH:7][CH:6]=1)[CH3:3]. The yield is 0.345. (8) The reactants are [CH3:1][C:2]1[N:6]([CH2:7][C:8]2[C:17]3[C:12](=[CH:13][CH:14]=[CH:15][CH:16]=3)[CH:11]=[CH:10][CH:9]=2)[C:5]2[CH:18]=[C:19]([N:25]3[CH2:30][CH2:29][O:28][CH2:27][CH2:26]3)[CH:20]=[C:21]([C:22]([OH:24])=O)[C:4]=2[N:3]=1.C[N:32](C=O)C.C(Cl)(=O)C(Cl)=O. The catalyst is C(Cl)Cl. The product is [CH3:1][C:2]1[N:6]([CH2:7][C:8]2[C:17]3[C:12](=[CH:13][CH:14]=[CH:15][CH:16]=3)[CH:11]=[CH:10][CH:9]=2)[C:5]2[CH:18]=[C:19]([N:25]3[CH2:30][CH2:29][O:28][CH2:27][CH2:26]3)[CH:20]=[C:21]([C:22]([NH2:32])=[O:24])[C:4]=2[N:3]=1. The yield is 0.790. (9) The reactants are [CH3:1][CH:2]([CH2:6][CH2:7][CH2:8][CH:9]([CH3:11])[CH3:10])[CH2:3][CH2:4][OH:5].[C:12](OCC)(=[O:16])[CH:13]([CH3:15])[OH:14]. No catalyst specified. The product is [C:12]([O:5][CH2:4][CH2:3][CH:2]([CH3:1])[CH2:6][CH2:7][CH2:8][CH:9]([CH3:11])[CH3:10])(=[O:16])[CH:13]([CH3:15])[OH:14]. The yield is 0.620.